Task: Predict which catalyst facilitates the given reaction.. Dataset: Catalyst prediction with 721,799 reactions and 888 catalyst types from USPTO (1) Reactant: [H-].[Na+].[N+:3]([C:6]1[CH:7]=[C:8]([CH:11]=[CH:12][C:13]=1[NH:14][C:15]1[CH:24]=[CH:23][C:22]2[C:21]([CH3:26])([CH3:25])[CH2:20][CH2:19][C:18]([CH3:28])([CH3:27])[C:17]=2[CH:16]=1)[C:9]#[N:10])([O-:5])=[O:4].[CH3:29]N(C=O)C. Product: [CH3:29][N:14]([C:15]1[CH:24]=[CH:23][C:22]2[C:21]([CH3:26])([CH3:25])[CH2:20][CH2:19][C:18]([CH3:28])([CH3:27])[C:17]=2[CH:16]=1)[C:13]1[CH:12]=[CH:11][C:8]([C:9]#[N:10])=[CH:7][C:6]=1[N+:3]([O-:5])=[O:4]. The catalyst class is: 6. (2) Reactant: Cl[C:2]1[CH:3]=[CH:4][C:5]([N+:9]([O-:11])=[O:10])=[C:6]([NH2:8])[CH:7]=1.[NH:12]1[CH2:17][CH2:16][S:15][CH2:14][CH2:13]1.C([O-])([O-])=O.[K+].[K+].O. Product: [N+:9]([C:5]1[CH:4]=[CH:3][C:2]([N:12]2[CH2:17][CH2:16][S:15][CH2:14][CH2:13]2)=[CH:7][C:6]=1[NH2:8])([O-:11])=[O:10]. The catalyst class is: 3.